From a dataset of hERG Central: cardiac toxicity at 1µM, 10µM, and general inhibition. Predict hERG channel inhibition at various concentrations. (1) The drug is Cc1ccc(OCC(O)CN2CCN(Cc3ccc4c(c3)OCO4)CC2)c(C)c1.Cl. Results: hERG_inhib (hERG inhibition (general)): blocker. (2) The drug is O=C(Nc1ccnn1C1CCN(Cc2ccc(OC(F)F)cc2)CC1)C1CCCC1. Results: hERG_inhib (hERG inhibition (general)): blocker.